From a dataset of Catalyst prediction with 721,799 reactions and 888 catalyst types from USPTO. Predict which catalyst facilitates the given reaction. (1) Reactant: [OH:1][C@H:2]1[CH2:7][CH2:6][C@@H:5]([NH:8][C:9]2[C:14]([C:15]#[N:16])=[CH:13][N:12]=[C:11](S(C)(=O)=O)[N:10]=2)[CH2:4][C:3]1([CH3:22])[CH3:21].[Cl:23][C:24]1[C:25]([C:33]([F:36])([F:35])[F:34])=[C:26]([CH2:30][CH2:31][NH2:32])[CH:27]=[CH:28][CH:29]=1.CCN(C(C)C)C(C)C. Product: [Cl:23][C:24]1[C:25]([C:33]([F:34])([F:35])[F:36])=[C:26]([CH:27]=[CH:28][CH:29]=1)[CH2:30][CH2:31][NH:32][C:11]1[N:10]=[C:9]([NH:8][C@@H:5]2[CH2:6][CH2:7][C@H:2]([OH:1])[C:3]([CH3:22])([CH3:21])[CH2:4]2)[C:14]([C:15]#[N:16])=[CH:13][N:12]=1. The catalyst class is: 1. (2) Reactant: [CH3:1][O:2][C:3]1[CH:12]=[C:11]([NH2:13])[CH:10]=[CH:9][C:4]=1[C:5](OC)=[O:6].Cl.[NH2:15][OH:16].[OH-].[K+]. Product: [NH2:13][C:11]1[CH:10]=[CH:9][C:4]([C:5]([NH:15][OH:16])=[O:6])=[C:3]([O:2][CH3:1])[CH:12]=1. The catalyst class is: 5. (3) Reactant: [CH3:1][O:2][C:3]1[CH:4]=[CH:5][C:6]2[C:12]3[C:13]([O:21][CH3:22])=[C:14]([O:19][CH3:20])[C:15]([O:17][CH3:18])=[CH:16][C:11]=3[CH2:10][O:9][CH2:8][C:7]=2[C:23]=1[OH:24].N1C=CC=CC=1.[F:31][C:32]([F:45])([F:44])[S:33](O[S:33]([C:32]([F:45])([F:44])[F:31])(=[O:35])=[O:34])(=[O:35])=[O:34].C(OCC)(=O)C. Product: [F:31][C:32]([F:45])([F:44])[S:33]([O:24][C:23]1[C:7]2[CH2:8][O:9][CH2:10][C:11]3[CH:16]=[C:15]([O:17][CH3:18])[C:14]([O:19][CH3:20])=[C:13]([O:21][CH3:22])[C:12]=3[C:6]=2[CH:5]=[CH:4][C:3]=1[O:2][CH3:1])(=[O:35])=[O:34]. The catalyst class is: 4. (4) Reactant: FC(F)(F)S(O[C:7]1[C:16]2[CH2:15][CH2:14][C@H:13]([N:17]([CH2:24][C:25]3[CH:30]=[CH:29][CH:28]=[CH:27][CH:26]=3)[C:18]([C:20]([CH3:23])([CH3:22])[CH3:21])=[O:19])[CH2:12][C:11]=2[CH:10]=[CH:9][CH:8]=1)(=O)=O.[CH3:33][N:34]1[C:38]([CH3:39])=[C:37](B2OC(C)(C)C(C)(C)O2)[C:36]([CH3:49])=[N:35]1.C([O-])([O-])=O.[K+].[K+]. Product: [CH2:24]([N:17]([C:18]([C:20]([CH3:23])([CH3:22])[CH3:21])=[O:19])[C@H:13]1[CH2:14][CH2:15][C:16]2[C:11](=[CH:10][CH:9]=[CH:8][C:7]=2[C:37]2[C:36]([CH3:49])=[N:35][N:34]([CH3:33])[C:38]=2[CH3:39])[CH2:12]1)[C:25]1[CH:26]=[CH:27][CH:28]=[CH:29][CH:30]=1. The catalyst class is: 108. (5) Reactant: [CH:1]1[CH:2]=[CH:3][C:4]([CH2:7][C:8]2[CH:9]=[CH:10][C:11]([OH:14])=[CH:12][CH:13]=2)=[CH:5][CH:6]=1.[H-].[Na+].[C:17]([O:21][C:22]([N:24]1[CH2:28][CH2:27][CH2:26][C@H:25]1[CH2:29]OS(C1C=CC(C)=CC=1)(=O)=O)=[O:23])([CH3:20])([CH3:19])[CH3:18]. Product: [C:17]([O:21][C:22]([N:24]1[CH2:28][CH2:27][CH2:26][C@H:25]1[CH2:29][O:14][C:11]1[CH:10]=[CH:9][C:8]([CH2:7][C:4]2[CH:3]=[CH:2][CH:1]=[CH:6][CH:5]=2)=[CH:13][CH:12]=1)=[O:23])([CH3:20])([CH3:18])[CH3:19]. The catalyst class is: 3. (6) Reactant: Cl.[NH2:2][C:3]1[CH:8]=[CH:7][C:6]([OH:9])=[CH:5][C:4]=1[OH:10].C(O[C:14]([S-])=[S:15])C.[K+].[OH-].[K+]. Product: [SH:15][C:14]1[O:10][C:4]2[CH:5]=[C:6]([OH:9])[CH:7]=[CH:8][C:3]=2[N:2]=1. The catalyst class is: 8.